Predict the reaction yield, written as a fraction of the theoretical maximum amount of product (1.0 means a 100% yield; for example, 0.34 means a 34% yield). From a dataset of Reaction yield outcomes from USPTO patents with 853,638 reactions. The reactants are Cl.[Cl:2][C:3]1[CH:4]=[C:5]([NH:11][C@H:12]([CH2:18][NH:19][CH3:20])[CH2:13][C:14](OC)=[O:15])[CH:6]=[CH:7][C:8]=1[C:9]#[N:10].C([O-])([O-])=O.[K+].[K+]. The catalyst is CC#N.CO. The product is [Cl:2][C:3]1[CH:4]=[C:5]([NH:11][C@H:12]2[CH2:13][C:14](=[O:15])[N:19]([CH3:20])[CH2:18]2)[CH:6]=[CH:7][C:8]=1[C:9]#[N:10]. The yield is 0.810.